Predict the reaction yield, written as a fraction of the theoretical maximum amount of product (1.0 means a 100% yield; for example, 0.34 means a 34% yield). From a dataset of Reaction yield outcomes from USPTO patents with 853,638 reactions. (1) The reactants are [CH2:1]([N:8]1[C@@H:13]2[C@H:14]([S:16]([C:19]3[CH:24]=[CH:23][CH:22]=[CH:21][CH:20]=3)(=[O:18])=[O:17])[CH2:15][C@@:9]1([C:26]1[CH:31]=[CH:30][CH:29]=[CH:28][CH:27]=1)[C:10](=[O:25])[CH:11]=[CH:12]2)[C:2]1[CH:7]=[CH:6][CH:5]=[CH:4][CH:3]=1. The catalyst is [Pd].O.CO.C(OCC)(=O)C. The product is [CH2:1]([N:8]1[C@@H:13]2[C@H:14]([S:16]([C:19]3[CH:20]=[CH:21][CH:22]=[CH:23][CH:24]=3)(=[O:17])=[O:18])[CH2:15][C@@:9]1([C:26]1[CH:31]=[CH:30][CH:29]=[CH:28][CH:27]=1)[C:10](=[O:25])[CH2:11][CH2:12]2)[C:2]1[CH:7]=[CH:6][CH:5]=[CH:4][CH:3]=1. The yield is 0.980. (2) The reactants are FC(F)(F)C(O)=O.[CH3:8][O:9][C:10](=[O:60])[C@@H:11]([NH:52]C(OC(C)(C)C)=O)[C:12]1[CH:17]=[CH:16][C:15]([C:18]2[CH:23]=[CH:22][C:21]([C:24]([C:29]3[CH:34]=[CH:33][C:32]([CH2:35][CH2:36][CH:37]([O:42][Si](C(C)(C)C)(C)C)[C:38]([CH3:41])([CH3:40])[CH3:39])=[C:31]([CH3:50])[CH:30]=3)([CH2:27][CH3:28])[CH2:25][CH3:26])=[CH:20][C:19]=2[CH3:51])=[CH:14][CH:13]=1. The catalyst is ClCCl. The product is [CH3:8][O:9][C:10](=[O:60])[C@@H:11]([NH2:52])[C:12]1[CH:13]=[CH:14][C:15]([C:18]2[CH:23]=[CH:22][C:21]([C:24]([CH2:25][CH3:26])([C:29]3[CH:34]=[CH:33][C:32]([CH2:35][CH2:36][CH:37]([OH:42])[C:38]([CH3:39])([CH3:40])[CH3:41])=[C:31]([CH3:50])[CH:30]=3)[CH2:27][CH3:28])=[CH:20][C:19]=2[CH3:51])=[CH:16][CH:17]=1. The yield is 0.830.